Dataset: Forward reaction prediction with 1.9M reactions from USPTO patents (1976-2016). Task: Predict the product of the given reaction. (1) Given the reactants [Cl:1][C:2]1[CH:3]=[C:4]([CH:9]2[CH2:13][NH:12][CH2:11][CH:10]2[N:14]([CH3:25])[C:15](=[O:24])[CH2:16][C:17]2[CH:22]=[CH:21][C:20]([F:23])=[CH:19][CH:18]=2)[CH:5]=[CH:6][C:7]=1[Cl:8].[CH:26]1([CH2:29][N:30]2[CH2:35][CH2:34][CH:33]([C:36](O)=[O:37])[CH2:32][CH2:31]2)[CH2:28][CH2:27]1, predict the reaction product. The product is: [CH:26]1([CH2:29][N:30]2[CH2:31][CH2:32][CH:33]([C:36]([N:12]3[CH2:13][CH:9]([C:4]4[CH:5]=[CH:6][C:7]([Cl:8])=[C:2]([Cl:1])[CH:3]=4)[CH:10]([N:14]([CH3:25])[C:15](=[O:24])[CH2:16][C:17]4[CH:18]=[CH:19][C:20]([F:23])=[CH:21][CH:22]=4)[CH2:11]3)=[O:37])[CH2:34][CH2:35]2)[CH2:27][CH2:28]1. (2) Given the reactants [N+:1]([C:4]1[CH:11]=[CH:10][CH:9]=[CH:8][C:5]=1[CH2:6]Br)([O-:3])=[O:2].CN(C=O)C.[CH2:17]([S-:19])[CH3:18].[Na+], predict the reaction product. The product is: [CH2:17]([S:19][CH2:6][C:5]1[CH:8]=[CH:9][CH:10]=[CH:11][C:4]=1[N+:1]([O-:3])=[O:2])[CH3:18].